From a dataset of Full USPTO retrosynthesis dataset with 1.9M reactions from patents (1976-2016). Predict the reactants needed to synthesize the given product. (1) Given the product [CH2:15]([O:17][C:18]1[CH:19]=[C:20]([CH:21]2[C:8]([C:9]3[CH:13]=[CH:12][S:11][CH:10]=3)=[C:7]([C:1]3[CH:6]=[CH:5][CH:4]=[CH:3][CH:2]=3)[NH:33][C:31](=[O:32])[NH:30]2)[CH:23]=[C:24]([N+:27]([O-:29])=[O:28])[C:25]=1[OH:26])[CH3:16], predict the reactants needed to synthesize it. The reactants are: [C:1]1([C:7](=O)[CH2:8][C:9]2[CH:13]=[CH:12][S:11][CH:10]=2)[CH:6]=[CH:5][CH:4]=[CH:3][CH:2]=1.[CH2:15]([O:17][C:18]1[CH:19]=[C:20]([CH:23]=[C:24]([N+:27]([O-:29])=[O:28])[C:25]=1[OH:26])[CH:21]=O)[CH3:16].[NH2:30][C:31]([NH2:33])=[O:32].Cl. (2) Given the product [C:1]([N:4]1[CH2:9][CH2:8][N:7]([C:11]2[CH:20]=[CH:19][C:14]([C:15]([O:17][CH3:18])=[O:16])=[CH:13][CH:12]=2)[CH2:6][CH2:5]1)(=[O:3])[CH3:2], predict the reactants needed to synthesize it. The reactants are: [C:1]([N:4]1[CH2:9][CH2:8][NH:7][CH2:6][CH2:5]1)(=[O:3])[CH3:2].Br[C:11]1[CH:20]=[CH:19][C:14]([C:15]([O:17][CH3:18])=[O:16])=[CH:13][CH:12]=1.P([O-])([O-])([O-])=O.[K+].[K+].[K+].C1(P(C2CCCCC2)C2C=CC=CC=2C2C(OC)=CC=CC=2OC)CCCCC1. (3) Given the product [CH3:52][C:51]1[C:42]([O:41][CH2:40][C:39]([OH:71])=[O:38])=[C:43]2[C:48](=[C:49]([S:53][CH2:54][C:55]3[CH:56]=[CH:57][C:58]([C:61]4[CH:66]=[CH:65][C:64]([C:67]([F:70])([F:68])[F:69])=[CH:63][N:62]=4)=[CH:59][CH:60]=3)[CH:50]=1)[O:47][CH2:46][CH2:45][CH2:44]2, predict the reactants needed to synthesize it. The reactants are: COC(=O)COC1C(C)=CC(S)=C2C=1CCCO2.ClCC1C=CC(C2C=CC(C(F)(F)F)=CN=2)=CC=1.C[O:38][C:39](=[O:71])[CH2:40][O:41][C:42]1[C:51]([CH3:52])=[CH:50][C:49]([S:53][CH2:54][C:55]2[CH:60]=[CH:59][C:58]([C:61]3[CH:66]=[CH:65][C:64]([C:67]([F:70])([F:69])[F:68])=[CH:63][N:62]=3)=[CH:57][CH:56]=2)=[C:48]2[C:43]=1[CH2:44][CH2:45][CH2:46][O:47]2. (4) Given the product [Br:1][C:2]1[CH:7]=[CH:6][C:5]([C:8]2([CH2:18][OH:19])[CH2:9][CH2:10][C:11]3([O:12][CH2:13][CH2:14][O:15]3)[CH2:16][CH2:17]2)=[CH:4][CH:3]=1, predict the reactants needed to synthesize it. The reactants are: [Br:1][C:2]1[CH:7]=[CH:6][C:5]([C:8]2([C:18](OC)=[O:19])[CH2:17][CH2:16][C:11]3([O:15][CH2:14][CH2:13][O:12]3)[CH2:10][CH2:9]2)=[CH:4][CH:3]=1.ClCCl.CC(C[AlH]CC(C)C)C.S([O-])([O-])(=O)=O.[Mg+2].